This data is from Full USPTO retrosynthesis dataset with 1.9M reactions from patents (1976-2016). The task is: Predict the reactants needed to synthesize the given product. (1) Given the product [Cl:1][C:2]1[N:7]=[CH:6][C:5]([C:8]([O:10][C:11]([CH3:14])([CH3:13])[CH3:12])=[O:9])=[CH:4][CH:3]=1, predict the reactants needed to synthesize it. The reactants are: [Cl:1][C:2]1[N:7]=[CH:6][C:5]([C:8]([OH:10])=[O:9])=[CH:4][CH:3]=1.[C:11](OC(O[C:11]([CH3:14])([CH3:13])[CH3:12])N(C)C)([CH3:14])([CH3:13])[CH3:12]. (2) Given the product [F:1][CH2:2][CH2:3][NH:4][C:5]([N:7]1[C:15]2[C:10](=[CH:11][C:12]([O:16][C:17]3[CH:22]=[CH:21][N:20]=[C:19]([NH:23][C:37]([CH:34]4[CH2:35][CH2:36][N:31]([C:29]([O:28][C:24]([CH3:27])([CH3:26])[CH3:25])=[O:30])[CH2:32][CH2:33]4)=[O:38])[CH:18]=3)=[CH:13][CH:14]=2)[CH:9]=[CH:8]1)=[O:6], predict the reactants needed to synthesize it. The reactants are: [F:1][CH2:2][CH2:3][NH:4][C:5]([N:7]1[C:15]2[C:10](=[CH:11][C:12]([O:16][C:17]3[CH:22]=[CH:21][N:20]=[C:19]([NH2:23])[CH:18]=3)=[CH:13][CH:14]=2)[CH:9]=[CH:8]1)=[O:6].[C:24]([O:28][C:29]([N:31]1[CH2:36][CH2:35][CH:34]([C:37](O)=[O:38])[CH2:33][CH2:32]1)=[O:30])([CH3:27])([CH3:26])[CH3:25].F[P-](F)(F)(F)(F)F.N1(O[P+](N(C)C)(N(C)C)N(C)C)C2C=CC=CC=2N=N1.C(N(CC)CC)C. (3) Given the product [Cl:1][C:2]1[CH:25]=[CH:24][C:5]([CH2:6][N:7]2[C:15]3[C:10](=[CH:11][C:12](/[CH:16]=[C:17]4/[C:18](=[O:23])[N:19]([CH2:32][CH2:33][N:34]5[CH2:39][CH2:38][O:37][CH2:36][CH2:35]5)[C:20](=[O:22])[S:21]/4)=[CH:13][CH:14]=3)[CH:9]=[N:8]2)=[C:4]([C:26]([F:27])([F:29])[F:28])[CH:3]=1, predict the reactants needed to synthesize it. The reactants are: [Cl:1][C:2]1[CH:25]=[CH:24][C:5]([CH2:6][N:7]2[C:15]3[C:10](=[CH:11][C:12](/[CH:16]=[C:17]4/[C:18](=[O:23])[NH:19][C:20](=[O:22])[S:21]/4)=[CH:13][CH:14]=3)[CH:9]=[N:8]2)=[C:4]([C:26]([F:29])([F:28])[F:27])[CH:3]=1.Cl.Cl[CH2:32][CH2:33][N:34]1[CH2:39][CH2:38][O:37][CH2:36][CH2:35]1. (4) Given the product [Cl:27][CH2:28][CH2:29][CH2:30]/[C:31](=[CH:35]\[C:36]1[CH:41]=[CH:40][C:39]([N:42]2[CH:46]=[C:45]([CH3:47])[N:44]=[CH:43]2)=[C:38]([O:48][CH3:49])[CH:37]=1)/[C:32]([O:34][CH2:55][C:54]([O:63][CH3:64])([O:53][CH3:52])[C:57]1[CH:58]=[CH:59][N:60]=[CH:61][CH:62]=1)=[O:33], predict the reactants needed to synthesize it. The reactants are: C1C=CC2N(O)N=NC=2C=1.C(N(C(C)C)CC)(C)C.FC(F)(F)C(O)=O.[Cl:27][CH2:28][CH2:29][CH2:30]/[C:31](=[CH:35]\[C:36]1[CH:41]=[CH:40][C:39]([N:42]2[CH:46]=[C:45]([CH3:47])[N:44]=[CH:43]2)=[C:38]([O:48][CH3:49])[CH:37]=1)/[C:32]([OH:34])=[O:33].Cl.Cl.[CH3:52][O:53][C:54]([O:63][CH3:64])([C:57]1[CH:62]=[CH:61][N:60]=[CH:59][CH:58]=1)[CH2:55]N. (5) Given the product [F:42][C:40]1[CH:39]=[C:4]([CH:3]=[C:2]([F:1])[CH:41]=1)[CH2:5][N:6]([CH2:29][C:30]([C:32]1[C:36]([CH3:37])=[CH:35][S:34][C:33]=1[CH3:38])=[O:31])[C:7]([C:9]1[CH:10]=[N:11][N:12]([C@H:18]2[CH2:19][CH2:20][C@H:21]([C:24]([O:26][CH2:27][CH3:28])=[O:25])[CH2:22][CH2:23]2)[C:13]=1[C:14]([F:15])([F:17])[F:16])=[O:8], predict the reactants needed to synthesize it. The reactants are: [F:1][C:2]1[CH:3]=[C:4]([CH:39]=[C:40]([F:42])[CH:41]=1)[CH2:5][N:6]([CH2:29][CH:30]([C:32]1[C:36]([CH3:37])=[CH:35][S:34][C:33]=1[CH3:38])[OH:31])[C:7]([C:9]1[CH:10]=[N:11][N:12]([C@H:18]2[CH2:23][CH2:22][C@H:21]([C:24]([O:26][CH2:27][CH3:28])=[O:25])[CH2:20][CH2:19]2)[C:13]=1[C:14]([F:17])([F:16])[F:15])=[O:8].CC(OI1(OC(C)=O)(OC(C)=O)OC(=O)C2C=CC=CC1=2)=O. (6) Given the product [C:1]1([N:7]2[C:15]3[CH2:14][CH2:13][NH:12][CH2:11][C:10]=3[N:9]=[N:8]2)[CH:2]=[CH:3][CH:4]=[CH:5][CH:6]=1, predict the reactants needed to synthesize it. The reactants are: [C:1]1([N:7]2[C:15]3[CH:14]=[CH:13][N:12]=[CH:11][C:10]=3[N:9]=[N:8]2)[CH:6]=[CH:5][CH:4]=[CH:3][CH:2]=1. (7) Given the product [F:2][C:3]1[CH:28]=[CH:27][C:6]([CH:7]=[CH2:31])=[CH:5][C:4]=1[O:29][CH3:30], predict the reactants needed to synthesize it. The reactants are: [Br-].[F:2][C:3]1[CH:28]=[CH:27][C:6]([CH2:7][P+](C2C=CC=CC=2)(C2C=CC=CC=2)C2C=CC=CC=2)=[CH:5][C:4]=1[O:29][CH3:30].[CH2:31]=O. (8) Given the product [C:20]1([CH:7]([C:1]2[CH:2]=[CH:3][CH:4]=[CH:5][CH:6]=2)[CH2:8][CH2:9][NH:10][C:11]([C:12]2[CH:17]=[CH:16][C:15](=[O:18])[N:14]([CH2:28][C:29]3[CH:30]=[N:31][CH:32]=[CH:33][CH:34]=3)[CH:13]=2)=[O:19])[CH:25]=[CH:24][CH:23]=[CH:22][CH:21]=1, predict the reactants needed to synthesize it. The reactants are: [C:1]1([CH:7]([C:20]2[CH:25]=[CH:24][CH:23]=[CH:22][CH:21]=2)[CH2:8][CH2:9][NH:10][C:11](=[O:19])[C:12]2[CH:17]=[CH:16][C:15]([OH:18])=[N:14][CH:13]=2)[CH:6]=[CH:5][CH:4]=[CH:3][CH:2]=1.Br.Br[CH2:28][C:29]1[CH:30]=[N:31][CH:32]=[CH:33][CH:34]=1.